From a dataset of Full USPTO retrosynthesis dataset with 1.9M reactions from patents (1976-2016). Predict the reactants needed to synthesize the given product. (1) Given the product [NH2:1][C@H:2]1[CH2:7][CH2:6][C@H:5]([NH:8][C:10]2[N:18]=[C:17]3[C:13]([N:14]=[CH:15][NH:16]3)=[C:12]([NH:19][C:20]3[CH:21]=[CH:22][C:23]([C:24]([O:26][CH2:27][CH2:28][N:29]([CH2:32][CH3:33])[CH2:30][CH3:31])=[O:25])=[CH:34][CH:35]=3)[N:11]=2)[CH2:4][CH2:3]1, predict the reactants needed to synthesize it. The reactants are: [NH2:1][C@H:2]1[CH2:7][CH2:6][C@H:5]([NH2:8])[CH2:4][CH2:3]1.Cl[C:10]1[N:18]=[C:17]2[C:13]([N:14]=[CH:15][NH:16]2)=[C:12]([NH:19][C:20]2[CH:35]=[CH:34][C:23]([C:24]([O:26][CH2:27][CH2:28][N:29]([CH2:32][CH3:33])[CH2:30][CH3:31])=[O:25])=[CH:22][CH:21]=2)[N:11]=1. (2) The reactants are: C(OC([NH:8][C:9]([CH3:19])([C:11]([O:13][CH:14]1[CH2:18][CH2:17][CH2:16][CH2:15]1)=[O:12])[CH3:10])=O)(C)(C)C.[ClH:20].O1CCOCC1. Given the product [ClH:20].[CH3:19][C:9]([C:11]([O:13][CH:14]1[CH2:15][CH2:16][CH2:17][CH2:18]1)=[O:12])([CH3:10])[NH2:8], predict the reactants needed to synthesize it. (3) Given the product [CH2:15]([N:4]1[C:5]2[CH:11]=[C:10]([C:12](=[O:14])[CH3:13])[CH:9]=[CH:8][C:6]=2[N:7]=[C:3]1[CH2:2][N:17]1[CH:21]=[CH:20][N:19]=[C:18]1[C:22]1[S:23][CH:24]=[CH:25][N:26]=1)[CH3:16], predict the reactants needed to synthesize it. The reactants are: Cl[CH2:2][C:3]1[N:4]([CH2:15][CH3:16])[C:5]2[CH:11]=[C:10]([C:12](=[O:14])[CH3:13])[CH:9]=[CH:8][C:6]=2[N:7]=1.[NH:17]1[CH:21]=[CH:20][N:19]=[C:18]1[C:22]1[S:23][CH:24]=[CH:25][N:26]=1.C([O-])([O-])=O.[K+].[K+].C(Cl)Cl.